From a dataset of Peptide-MHC class I binding affinity with 185,985 pairs from IEDB/IMGT. Regression. Given a peptide amino acid sequence and an MHC pseudo amino acid sequence, predict their binding affinity value. This is MHC class I binding data. The peptide sequence is KVNTTIARY. The MHC is HLA-A30:02 with pseudo-sequence HLA-A30:02. The binding affinity (normalized) is 0.835.